This data is from Peptide-MHC class II binding affinity with 134,281 pairs from IEDB. The task is: Regression. Given a peptide amino acid sequence and an MHC pseudo amino acid sequence, predict their binding affinity value. This is MHC class II binding data. The binding affinity (normalized) is 0.400. The peptide sequence is LTYQWHKEGSSIGKL. The MHC is DRB1_0404 with pseudo-sequence DRB1_0404.